This data is from Experimentally validated miRNA-target interactions with 360,000+ pairs, plus equal number of negative samples. The task is: Binary Classification. Given a miRNA mature sequence and a target amino acid sequence, predict their likelihood of interaction. (1) The miRNA is hsa-miR-7-2-3p with sequence CAACAAAUCCCAGUCUACCUAA. The protein sequence of the target gene is MSSEVSARRDAKKLVRSPSGLRMVPEHRAFGSPFGLEEPQWVPDKECRRCMQCDAKFDFLTRKHHCRRCGKCFCDRCCSQKVPLRRMCFVDPVRQCAECALVSLKEAEFYDKQLKVLLSGATFLVTFGNSEKPETMTCRLSNNQRYLFLDGDSHYEIEIVHISTVQILTEGFPPGGGNARATGMFLQYTVPGTEGVTQLKLTVVEDVTVGRRQAVAWLVAMHKAAKLLYESRDQ. Result: 0 (no interaction). (2) The miRNA is mmu-miR-125a-3p with sequence ACAGGUGAGGUUCUUGGGAGCC. The protein sequence of the target gene is MAEESRKPSAPSPPDQTPEEDLVIVKVEEDHGWDQESSLHESNPLGQEVFRLRFRQLRYQETLGPREALIQLRALCHQWLRPDLNTKEQILELLVLEQFLTILPEELQTLVKEHQLENGEEVVTLLEDLERQIDILGRPVSARVHGHRVLWEEVVHSASAPEPPNTQLQSEATQHKSPVPQESQERAMSTSQSPTRSQKGSSGDQEMTATLLTAGFQTLEKIEDMAVSLIREEWLLDPSQKDLCRDNRPENFRNMFSLGGETRSENRELASKQVISTGIQPHGETAAKCNGDVIRGLEHE.... Result: 0 (no interaction).